This data is from NCI-60 drug combinations with 297,098 pairs across 59 cell lines. The task is: Regression. Given two drug SMILES strings and cell line genomic features, predict the synergy score measuring deviation from expected non-interaction effect. (1) Drug 1: C1=CC(=CC=C1CCC2=CNC3=C2C(=O)NC(=N3)N)C(=O)NC(CCC(=O)O)C(=O)O. Drug 2: CC1C(C(CC(O1)OC2CC(CC3=C2C(=C4C(=C3O)C(=O)C5=CC=CC=C5C4=O)O)(C(=O)C)O)N)O. Cell line: SF-295. Synergy scores: CSS=50.9, Synergy_ZIP=-0.942, Synergy_Bliss=-8.13, Synergy_Loewe=16.2, Synergy_HSA=-1.29. (2) Drug 1: C1=CC(=CC=C1CCCC(=O)O)N(CCCl)CCCl. Drug 2: COC1=C2C(=CC3=C1OC=C3)C=CC(=O)O2. Cell line: T-47D. Synergy scores: CSS=23.7, Synergy_ZIP=-7.61, Synergy_Bliss=-8.45, Synergy_Loewe=-6.56, Synergy_HSA=-6.56. (3) Drug 1: CCC1(CC2CC(C3=C(CCN(C2)C1)C4=CC=CC=C4N3)(C5=C(C=C6C(=C5)C78CCN9C7C(C=CC9)(C(C(C8N6C)(C(=O)OC)O)OC(=O)C)CC)OC)C(=O)OC)O.OS(=O)(=O)O. Drug 2: C1=NNC2=C1C(=O)NC=N2. Cell line: SK-MEL-5. Synergy scores: CSS=16.7, Synergy_ZIP=-4.46, Synergy_Bliss=-2.98, Synergy_Loewe=-55.8, Synergy_HSA=-3.34. (4) Drug 1: CN1C(=O)N2C=NC(=C2N=N1)C(=O)N. Drug 2: CC(C)CN1C=NC2=C1C3=CC=CC=C3N=C2N. Cell line: HCC-2998. Synergy scores: CSS=-6.62, Synergy_ZIP=3.14, Synergy_Bliss=-2.07, Synergy_Loewe=-7.87, Synergy_HSA=-8.78. (5) Drug 1: CC12CCC3C(C1CCC2=O)CC(=C)C4=CC(=O)C=CC34C. Drug 2: CCC1(C2=C(COC1=O)C(=O)N3CC4=CC5=C(C=CC(=C5CN(C)C)O)N=C4C3=C2)O.Cl. Cell line: SK-MEL-5. Synergy scores: CSS=46.1, Synergy_ZIP=-2.94, Synergy_Bliss=1.98, Synergy_Loewe=-4.57, Synergy_HSA=2.24. (6) Drug 1: CC(CN1CC(=O)NC(=O)C1)N2CC(=O)NC(=O)C2. Drug 2: CC1C(C(CC(O1)OC2CC(CC3=C2C(=C4C(=C3O)C(=O)C5=C(C4=O)C(=CC=C5)OC)O)(C(=O)CO)O)N)O.Cl. Cell line: MALME-3M. Synergy scores: CSS=52.4, Synergy_ZIP=-2.28, Synergy_Bliss=0.497, Synergy_Loewe=-21.5, Synergy_HSA=1.78.